Dataset: Full USPTO retrosynthesis dataset with 1.9M reactions from patents (1976-2016). Task: Predict the reactants needed to synthesize the given product. (1) Given the product [CH3:12][O:13][C:14]1[CH:19]=[CH:18][CH:17]=[CH:16][C:15]=1[C:2]1[CH:10]=[CH:9][CH:8]=[C:7]2[C:3]=1[C:4]([NH2:11])=[N:5][NH:6]2, predict the reactants needed to synthesize it. The reactants are: Cl[C:2]1[CH:10]=[CH:9][CH:8]=[C:7]2[C:3]=1[C:4]([NH2:11])=[N:5][NH:6]2.[CH3:12][O:13][C:14]1[CH:19]=[CH:18][CH:17]=[CH:16][C:15]=1B(O)O.P([O-])([O-])([O-])=O.[K+].[K+].[K+]. (2) Given the product [CH3:1][O:2][C:3]([C:4]1[N:20]=[C:17]([CH3:18])[S:19][C:5]=1[C:6]1[CH:11]=[CH:10][CH:9]=[C:8]([Cl:12])[C:7]=1[Cl:13])=[O:16], predict the reactants needed to synthesize it. The reactants are: [CH3:1][O:2][C:3](=[O:16])[C:4](=O)[CH:5](Cl)[C:6]1[CH:11]=[CH:10][CH:9]=[C:8]([Cl:12])[C:7]=1[Cl:13].[C:17]([NH2:20])(=[S:19])[CH3:18]. (3) Given the product [Cl:1][C:2]1[CH:3]=[C:4]([CH:8]=[CH:9][C:10]=1[Cl:11])[C:5]([N:43]1[CH2:48][CH2:47][O:46][C@@H:45]([CH2:49][NH:50][C:51](=[O:57])[O:52][C:53]([CH3:55])([CH3:54])[CH3:56])[CH2:44]1)=[O:7], predict the reactants needed to synthesize it. The reactants are: [Cl:1][C:2]1[CH:3]=[C:4]([CH:8]=[CH:9][C:10]=1[Cl:11])[C:5]([OH:7])=O.ON1C2C=CC=CC=2N=N1.Cl.CN(C)CCCN=C=NCC.C(N(CC)C(C)C)(C)C.[NH:43]1[CH2:48][CH2:47][O:46][C@@H:45]([CH2:49][NH:50][C:51](=[O:57])[O:52][C:53]([CH3:56])([CH3:55])[CH3:54])[CH2:44]1. (4) Given the product [F:44][C:24]1([F:23])[CH2:28][CH2:27][N:26]([C:29]2[C:30]3[C:31](=[N:41][N:42]([CH2:8][C:9]4[N:10]([CH3:5])[N:13]=[N:12][N:11]=4)[N:43]=3)[N:32]=[C:33]([O:35][CH2:36][C:37]([CH3:38])([CH3:39])[CH3:40])[N:34]=2)[CH2:25]1, predict the reactants needed to synthesize it. The reactants are: C([C:5]1N=C(N2CCC(F)(F)C2)[C:8]2[C:9](=[N:11][N:12](CC)[N:13]=2)[N:10]=1)(C)(C)C.[F:23][C:24]1([F:44])[CH2:28][CH2:27][N:26]([C:29]2[C:30]3[N:43]=[N:42][NH:41][C:31]=3[N:32]=[C:33]([O:35][CH2:36][C:37]([CH3:40])([CH3:39])[CH3:38])[N:34]=2)[CH2:25]1.ClCC1N(C)N=NN=1.